Predict the product of the given reaction. From a dataset of Forward reaction prediction with 1.9M reactions from USPTO patents (1976-2016). (1) Given the reactants [F:1][C:2]([F:17])([F:16])[C:3]1[CH:8]=[CH:7][C:6]([C:9]2[CH:13]=[C:12]([CH:14]=O)[NH:11][N:10]=2)=[CH:5][CH:4]=1.[Br-].[CH2:19]([P+](C1C=CC=CC=1)(C1C=CC=CC=1)C1C=CC=CC=1)[C:20]1[CH:25]=[CH:24][CH:23]=[CH:22][CH:21]=1.C(=O)([O-])[O-].[K+].[K+].O, predict the reaction product. The product is: [C:20]1(/[CH:19]=[CH:14]/[C:12]2[NH:11][N:10]=[C:9]([C:6]3[CH:7]=[CH:8][C:3]([C:2]([F:17])([F:16])[F:1])=[CH:4][CH:5]=3)[CH:13]=2)[CH:25]=[CH:24][CH:23]=[CH:22][CH:21]=1. (2) Given the reactants [CH:1]([C:4]1[CH:5]=[CH:6][C:7]([CH3:47])=[C:8]([N:10]2[CH2:46][CH2:45][C:13]3[N:14]=[C:15]([C:25]4[CH:33]=[CH:32][CH:31]=[C:30]5[C:26]=4[C:27]([CH3:44])=[CH:28][N:29]5[S:34]([C:37]4[CH:43]=[CH:42][C:40]([CH3:41])=[CH:39][CH:38]=4)(=[O:36])=[O:35])[N:16]=[C:17]([N:18]4[CH2:23][CH2:22][NH:21][C@H:20]([CH3:24])[CH2:19]4)[C:12]=3[CH2:11]2)[CH:9]=1)([CH3:3])[CH3:2].[CH3:48][S:49](Cl)(=[O:51])=[O:50].CCN(C(C)C)C(C)C, predict the reaction product. The product is: [CH:1]([C:4]1[CH:5]=[CH:6][C:7]([CH3:47])=[C:8]([N:10]2[CH2:46][CH2:45][C:13]3[N:14]=[C:15]([C:25]4[CH:33]=[CH:32][CH:31]=[C:30]5[C:26]=4[C:27]([CH3:44])=[CH:28][N:29]5[S:34]([C:37]4[CH:38]=[CH:39][C:40]([CH3:41])=[CH:42][CH:43]=4)(=[O:35])=[O:36])[N:16]=[C:17]([N:18]4[CH2:23][CH2:22][N:21]([S:49]([CH3:48])(=[O:51])=[O:50])[C@H:20]([CH3:24])[CH2:19]4)[C:12]=3[CH2:11]2)[CH:9]=1)([CH3:3])[CH3:2].